This data is from Forward reaction prediction with 1.9M reactions from USPTO patents (1976-2016). The task is: Predict the product of the given reaction. (1) Given the reactants [CH3:1][O:2][C:3]1[C:8]([CH3:9])=[CH:7][C:6]([C:10]2[O:11][C:12]3[N:13]=[C:14]([S:20][CH3:21])[N:15]=[C:16]([OH:19])[C:17]=3[N:18]=2)=[CH:5][C:4]=1[CH3:22].C(=O)([O-])[O-].[K+].[K+].Br[CH2:30][CH2:31][CH3:32].O, predict the reaction product. The product is: [CH3:1][O:2][C:3]1[C:4]([CH3:22])=[CH:5][C:6]([C:10]2[O:11][C:12]3[N:13]=[C:14]([S:20][CH3:21])[N:15]([CH2:30][CH2:31][CH3:32])[C:16](=[O:19])[C:17]=3[N:18]=2)=[CH:7][C:8]=1[CH3:9].[CH3:1][O:2][C:3]1[C:4]([CH3:22])=[CH:5][C:6]([C:10]2[O:11][C:12]3[N:13]=[C:14]([S:20][CH3:21])[N:15]=[C:16]([O:19][CH2:30][CH2:31][CH3:32])[C:17]=3[N:18]=2)=[CH:7][C:8]=1[CH3:9]. (2) Given the reactants [CH2:1]([O:8][C:9]1[C:18](I)=[CH:17][C:12]([C:13]([O:15][CH3:16])=[O:14])=[CH:11][C:10]=1[C:20]([CH3:23])([CH3:22])[CH3:21])[C:2]1[CH:7]=[CH:6][CH:5]=[CH:4][CH:3]=1.[CH3:24][C:25]1[CH:30]=[CH:29][C:28](B(O)O)=[CH:27][CH:26]=1.[F-].[Cs+], predict the reaction product. The product is: [CH2:1]([O:8][C:9]1[C:18]([C:28]2[CH:29]=[CH:30][C:25]([CH3:24])=[CH:26][CH:27]=2)=[CH:17][C:12]([C:13]([O:15][CH3:16])=[O:14])=[CH:11][C:10]=1[C:20]([CH3:23])([CH3:22])[CH3:21])[C:2]1[CH:7]=[CH:6][CH:5]=[CH:4][CH:3]=1.